From a dataset of Catalyst prediction with 721,799 reactions and 888 catalyst types from USPTO. Predict which catalyst facilitates the given reaction. (1) Reactant: [CH3:1][C@H:2]([CH2:5][CH2:6][CH3:7])[CH2:3][OH:4].[CH3:8][S:9](Cl)(=[O:11])=[O:10].CCN(CC)CC.Cl. Product: [CH3:1][C@H:2]([CH2:5][CH2:6][CH3:7])[CH2:3][O:4][S:9]([CH3:8])(=[O:11])=[O:10]. The catalyst class is: 237. (2) Reactant: [CH2:1]([O:8][C:9](=[O:28])[CH:10]([OH:27])[CH2:11][CH2:12][CH2:13][CH2:14][CH2:15][CH2:16][CH2:17][CH2:18][CH2:19][CH2:20][CH2:21][CH2:22][CH2:23][CH2:24][CH2:25][CH3:26])[C:2]1[CH:7]=[CH:6][CH:5]=[CH:4][CH:3]=1.[C:29]([NH:46][C@H:47]([C:51](O)=[O:52])[CH:48]([CH3:50])[CH3:49])([O:31][CH2:32][CH:33]1[C:45]2[C:40](=[CH:41][CH:42]=[CH:43][CH:44]=2)[C:39]2[C:34]1=[CH:35][CH:36]=[CH:37][CH:38]=2)=[O:30].C1CCC(N=C=NC2CCCCC2)CC1. Product: [CH2:1]([O:8][C:9](=[O:28])[CH:10]([O:27][C:51](=[O:52])[C@H:47]([CH:48]([CH3:49])[CH3:50])[NH:46][C:29]([O:31][CH2:32][CH:33]1[C:34]2[C:39](=[CH:38][CH:37]=[CH:36][CH:35]=2)[C:40]2[C:45]1=[CH:44][CH:43]=[CH:42][CH:41]=2)=[O:30])[CH2:11][CH2:12][CH2:13][CH2:14][CH2:15][CH2:16][CH2:17][CH2:18][CH2:19][CH2:20][CH2:21][CH2:22][CH2:23][CH2:24][CH2:25][CH3:26])[C:2]1[CH:7]=[CH:6][CH:5]=[CH:4][CH:3]=1. The catalyst class is: 166. (3) Reactant: C[O:2][C:3]([C:5]1[C:13]2[N:12]=[C:11]([C:14]3[CH:19]=[CH:18][C:17]([Cl:20])=[CH:16][C:15]=3[Cl:21])[NH:10][C:9]=2[C:8]([OH:22])=[CH:7][CH:6]=1)=[O:4].O[Li].O. Product: [Cl:21][C:15]1[CH:16]=[C:17]([Cl:20])[CH:18]=[CH:19][C:14]=1[C:11]1[NH:10][C:9]2[C:8]([OH:22])=[CH:7][CH:6]=[C:5]([C:3]([OH:4])=[O:2])[C:13]=2[N:12]=1. The catalyst class is: 87. (4) Reactant: C([O:8][C@@H:9]([CH3:12])[CH2:10][OH:11])C1C=CC=CC=1.[Cl:13][C:14]1[CH:38]=[N:37][C:17]2[NH:18][C:19]3[C:24](Cl)=[N:23][CH:22]=[C:21]([C:26]4[CH:31]=[CH:30][CH:29]=[C:28]([S:32]([CH2:35][CH3:36])(=[O:34])=[O:33])[CH:27]=4)[C:20]=3[C:16]=2[CH:15]=1. Product: [Cl:13][C:14]1[CH:38]=[N:37][C:17]2[NH:18][C:19]3[C:24]([O:11][CH2:10][C@H:9]([OH:8])[CH3:12])=[N:23][CH:22]=[C:21]([C:26]4[CH:31]=[CH:30][CH:29]=[C:28]([S:32]([CH2:35][CH3:36])(=[O:34])=[O:33])[CH:27]=4)[C:20]=3[C:16]=2[CH:15]=1. The catalyst class is: 19. (5) Reactant: [Br:1][C:2]1[CH:9]=[CH:8][CH:7]=[C:6]([OH:10])[C:3]=1[CH:4]=[O:5].[BH4-].[Na+]. Product: [Br:1][C:2]1[C:3]([CH2:4][OH:5])=[C:6]([OH:10])[CH:7]=[CH:8][CH:9]=1. The catalyst class is: 36. (6) Reactant: [CH2:1]([O:3][C:4]([C:6]1[O:14][C:13]2[C:12]([CH3:15])=[CH:11][N:10]=[CH:9][C:8]=2[C:7]=1[NH:16][C:17]1[CH:22]=[CH:21][C:20]([Si](C)(C)C)=[CH:19][C:18]=1[F:27])=[O:5])[CH3:2].[I:28]Cl.[O-]S([O-])(=S)=O.[Na+].[Na+]. Product: [CH2:1]([O:3][C:4]([C:6]1[O:14][C:13]2[C:12]([CH3:15])=[CH:11][N:10]=[CH:9][C:8]=2[C:7]=1[NH:16][C:17]1[CH:22]=[CH:21][C:20]([I:28])=[CH:19][C:18]=1[F:27])=[O:5])[CH3:2]. The catalyst class is: 2. (7) Reactant: [C:1]([C:3]1[CH:8]=[CH:7][CH:6]=[CH:5][C:4]=1[N:9]1[C:17]2[C:12](=[CH:13][CH:14]=[CH:15][CH:16]=2)[C:11]([CH2:18][N:19]2[C:25](=[O:26])[C@@H:24]([NH:27][C:28](=[O:40])[C@@H:29]([N:31](C)[C:32](=O)OC(C)(C)C)[CH3:30])[C@H:23]([CH3:41])[N:22]([C:42]([CH:44]3[CH2:49][CH2:48][O:47][CH2:46][CH2:45]3)=[O:43])[C:21]3[CH:50]=[CH:51][CH:52]=[CH:53][C:20]2=3)=[N:10]1)#[N:2].[ClH:54]. Product: [ClH:54].[C:1]([C:3]1[CH:8]=[CH:7][CH:6]=[CH:5][C:4]=1[N:9]1[C:17]2[C:12](=[CH:13][CH:14]=[CH:15][CH:16]=2)[C:11]([CH2:18][N:19]2[C:25](=[O:26])[C@@H:24]([NH:27][C:28](=[O:40])[C@@H:29]([NH:31][CH3:32])[CH3:30])[C@H:23]([CH3:41])[N:22]([C:42]([CH:44]3[CH2:45][CH2:46][O:47][CH2:48][CH2:49]3)=[O:43])[C:21]3[CH:50]=[CH:51][CH:52]=[CH:53][C:20]2=3)=[N:10]1)#[N:2]. The catalyst class is: 440. (8) Reactant: [Br:1][CH2:2][CH2:3][CH2:4][CH2:5][CH2:6][O:7][CH2:8][CH2:9][CH2:10][CH2:11][CH2:12][O:13]C1CCCCO1.O.C1(C)C=CC(S(O)(=O)=O)=CC=1. Product: [Br:1][CH2:2][CH2:3][CH2:4][CH2:5][CH2:6][O:7][CH2:8][CH2:9][CH2:10][CH2:11][CH2:12][OH:13]. The catalyst class is: 5. (9) Reactant: C(OC(=O)[NH:7][C@H:8]([C:10](=O)[NH:11][C:12]1[CH:17]=[CH:16][C:15]([F:18])=[CH:14][C:13]=1[NH:19][C@H:20]1[CH2:25][CH2:24][C@H:23]([C:26]#[N:27])[CH2:22][CH2:21]1)[CH3:9])(C)(C)C. Product: [NH2:7][C@H:8]([C:10]1[N:19]([C@H:20]2[CH2:25][CH2:24][C@H:23]([C:26]#[N:27])[CH2:22][CH2:21]2)[C:13]2[CH:14]=[C:15]([F:18])[CH:16]=[CH:17][C:12]=2[N:11]=1)[CH3:9]. The catalyst class is: 52.